Dataset: Full USPTO retrosynthesis dataset with 1.9M reactions from patents (1976-2016). Task: Predict the reactants needed to synthesize the given product. Given the product [NH:49]1[C:52]2[CH:53]=[CH:54][C:55]([CH2:56][N:57]3[C:65]4[CH:64]=[C:63]([NH:83][C:84]5[CH:85]=[CH:86][N:78]=[C:79]([N:15]6[CH2:14][CH2:13][CH:12]([O:42][CH3:40])[CH2:17][CH2:16]6)[N:80]=5)[N:62]=[CH:61][C:60]=4[N:59]=[C:58]3[CH3:67])=[CH:50][C:51]=2[N:47]=[CH:48]1, predict the reactants needed to synthesize it. The reactants are: N1C2C=CC=C(CN[C:12]3[CH:17]=[C:16](Cl)[N:15]=[CH:14][C:13]=3N)C=2N=C1.N1C2C=CC(CNC3C=C(Cl)N=CC=3N)=CC=2N=C1.Cl.[CH2:40]([O:42]C(=N)C)C.N.[NH:47]1[C:51]2[CH:52]=[CH:53][CH:54]=[C:55]([CH2:56][N:57]3[C:65]4[CH:64]=[C:63](Cl)[N:62]=[CH:61][C:60]=4[N:59]=[C:58]3[CH3:67])[C:50]=2[N:49]=[CH:48]1.N1C2C=CC(C[N:78]3[C:86]4[CH:85]=[C:84](Cl)[N:83]=CC=4[N:80]=[C:79]3C)=CC=2N=C1.